From a dataset of Peptide-MHC class I binding affinity with 185,985 pairs from IEDB/IMGT. Regression. Given a peptide amino acid sequence and an MHC pseudo amino acid sequence, predict their binding affinity value. This is MHC class I binding data. The peptide sequence is ATISYRIKL. The MHC is HLA-A02:01 with pseudo-sequence HLA-A02:01. The binding affinity (normalized) is 0.568.